Task: Predict which catalyst facilitates the given reaction.. Dataset: Catalyst prediction with 721,799 reactions and 888 catalyst types from USPTO (1) The catalyst class is: 24. Reactant: [Cl:1][C:2]1[C:3]([O:12][C:13]2[CH:18]=[C:17]([O:19][CH2:20][O:21][CH3:22])[CH:16]=[CH:15][C:14]=2[CH2:23][CH:24]=[O:25])=[N:4][CH:5]=[C:6]([C:8]([F:11])([F:10])[F:9])[CH:7]=1.[BH4-].[Na+].Cl. Product: [Cl:1][C:2]1[C:3]([O:12][C:13]2[CH:18]=[C:17]([O:19][CH2:20][O:21][CH3:22])[CH:16]=[CH:15][C:14]=2[CH2:23][CH2:24][OH:25])=[N:4][CH:5]=[C:6]([C:8]([F:10])([F:9])[F:11])[CH:7]=1. (2) Reactant: [C:1]1([N:7]2[C:11]([C:12]3[CH:22]=[CH:21][C:15]4[O:16][CH2:17][C:18](=[O:20])[NH:19][C:14]=4[CH:13]=3)=[CH:10][C:9]([C:23]([F:26])([F:25])[F:24])=[N:8]2)[CH:6]=[CH:5][CH:4]=[CH:3][CH:2]=1.C1C(=O)N([Br:34])C(=O)C1. Product: [Br:34][C:10]1[C:9]([C:23]([F:24])([F:25])[F:26])=[N:8][N:7]([C:1]2[CH:2]=[CH:3][CH:4]=[CH:5][CH:6]=2)[C:11]=1[C:12]1[CH:22]=[CH:21][C:15]2[O:16][CH2:17][C:18](=[O:20])[NH:19][C:14]=2[CH:13]=1. The catalyst class is: 3. (3) Reactant: [NH2:1][C:2]1[C:7]([F:8])=[CH:6][N:5]([S:9]([C:12]2[CH:18]=[CH:17][C:15]([CH3:16])=[CH:14][CH:13]=2)(=[O:11])=[O:10])[C:4](=[O:19])[N:3]=1.[CH3:20]I.[O-]S([O-])(=S)=O.[Na+].[Na+]. Product: [F:8][C:7]1[C:2](=[NH:1])[N:3]([CH3:20])[C:4](=[O:19])[N:5]([S:9]([C:12]2[CH:18]=[CH:17][C:15]([CH3:16])=[CH:14][CH:13]=2)(=[O:10])=[O:11])[CH:6]=1. The catalyst class is: 726. (4) The catalyst class is: 62. Reactant: Br[C:2]1[C:7]2=[CH:8][N:9]([C:11]3[C:18]([F:19])=[CH:17][CH:16]=[CH:15][C:12]=3[C:13]#[N:14])[N:10]=[C:6]2[C:5]([F:20])=[CH:4][N:3]=1.[CH3:21][C:22]1[N:27]=[C:26]([NH2:28])[CH:25]=[C:24]([CH3:29])[N:23]=1.CC1(C)C2C(=C(P(C3C=CC=CC=3)C3C=CC=CC=3)C=CC=2)[O:51]C2C(P(C3C=CC=CC=3)C3C=CC=CC=3)=CC=CC1=2.C(=O)([O-])[O-].[Cs+].[Cs+]. Product: [OH-:51].[NH4+:3].[CH3:21][C:22]1[N:27]=[C:26]([NH:28][C:2]2[C:7]3=[CH:8][N:9]([C:11]4[C:18]([F:19])=[CH:17][CH:16]=[CH:15][C:12]=4[C:13]#[N:14])[N:10]=[C:6]3[C:5]([F:20])=[CH:4][N:3]=2)[CH:25]=[C:24]([CH3:29])[N:23]=1. (5) Reactant: [NH2:1][CH2:2][CH2:3][O:4][C:5]([CH3:26])([CH3:25])[CH2:6][N:7]1[C:19]2[C:18]3[CH:17]=[CH:16][CH:15]=[CH:14][C:13]=3[N:12]=[C:11]([NH2:20])[C:10]=2[N:9]=[C:8]1[CH2:21][O:22][CH2:23][CH3:24].[C:27]1([C:33]([C:45]2[CH:50]=[CH:49][CH:48]=[CH:47][CH:46]=2)([C:39]2[CH:44]=[CH:43][CH:42]=[CH:41][CH:40]=2)[O:34][CH2:35][CH2:36][CH:37]=O)[CH:32]=[CH:31][CH:30]=[CH:29][CH:28]=1.C(O)C.[BH4-].[Na+]. Product: [CH2:23]([O:22][CH2:21][C:8]1[N:7]([CH2:6][C:5]([CH3:25])([O:4][CH2:3][CH2:2][NH:1][CH2:37][CH2:36][CH2:35][O:34][C:33]([C:45]2[CH:50]=[CH:49][CH:48]=[CH:47][CH:46]=2)([C:27]2[CH:28]=[CH:29][CH:30]=[CH:31][CH:32]=2)[C:39]2[CH:44]=[CH:43][CH:42]=[CH:41][CH:40]=2)[CH3:26])[C:19]2[C:18]3[CH:17]=[CH:16][CH:15]=[CH:14][C:13]=3[N:12]=[C:11]([NH2:20])[C:10]=2[N:9]=1)[CH3:24]. The catalyst class is: 84. (6) Reactant: [O:1]1CCO[CH:2]1[CH2:6][CH2:7][N:8]1[C:17]2[C:12](=[CH:13][CH:14]=[C:15]([O:18][CH3:19])[CH:16]=2)[C:11]([CH3:20])=[CH:10][C:9]1=[O:21].C(=O)([O-])[O-].[Na+].[Na+].C(=O)([O-])O. Product: [CH3:19][O:18][C:15]1[CH:16]=[C:17]2[C:12]([C:11]([CH3:20])=[CH:10][C:9](=[O:21])[N:8]2[CH2:7][CH2:6][CH:2]=[O:1])=[CH:13][CH:14]=1. The catalyst class is: 33. (7) Reactant: Br[C:2]1([O:8][CH:9]2[CH2:11][CH2:10]2)[CH:7]=[CH:6][CH:5]=[CH:4][CH2:3]1.[Li]CCCC.[B:17](OCC)([O:21]CC)[O:18]CC.Cl. Product: [CH:9]1([O:8][C:2]2[CH:7]=[CH:6][C:5]([B:17]([OH:21])[OH:18])=[CH:4][CH:3]=2)[CH2:11][CH2:10]1. The catalyst class is: 1. (8) Reactant: [CH2-:1][C:2]([CH3:4])=[O:3].[CH2-]C(C)=O.[C:9]([OH:18])(=[O:17])[CH:10]([CH:12]([C:14]([OH:16])=[O:15])O)O.CC(C)([O-])C.[K+].Cl.C(Cl)(=O)C. Product: [CH3:1][C:2]1([CH3:4])[O:16][C:14](=[O:15])/[C:12](=[CH:10]/[C:9]([OH:18])=[O:17])/[O:3]1. The catalyst class is: 83.